Dataset: Full USPTO retrosynthesis dataset with 1.9M reactions from patents (1976-2016). Task: Predict the reactants needed to synthesize the given product. The reactants are: [CH3:1][S:2](Cl)(=[O:4])=[O:3].[NH2:6][CH2:7][C:8]1[CH:13]=[C:12]([O:14][C:15]2[CH:20]=[CH:19][C:18]([NH:21][C:22]3[CH:27]=[C:26]([C:28]4[CH:33]=[CH:32][CH:31]=[CH:30][CH:29]=4)[N:25]=[C:24]([NH2:34])[N:23]=3)=[CH:17][CH:16]=2)[CH:11]=[CH:10][N:9]=1. Given the product [NH2:34][C:24]1[N:23]=[C:22]([NH:21][C:18]2[CH:19]=[CH:20][C:15]([O:14][C:12]3[CH:11]=[CH:10][N:9]=[C:8]([CH2:7][NH:6][S:2]([CH3:1])(=[O:4])=[O:3])[CH:13]=3)=[CH:16][CH:17]=2)[CH:27]=[C:26]([C:28]2[CH:29]=[CH:30][CH:31]=[CH:32][CH:33]=2)[N:25]=1, predict the reactants needed to synthesize it.